This data is from Forward reaction prediction with 1.9M reactions from USPTO patents (1976-2016). The task is: Predict the product of the given reaction. (1) Given the reactants [Si]([O:8][C:9]1[CH:17]=[C:16]2[C:12]([C:13]([N:18]3[C:26](=[O:27])C4C(=CC=CC=4)C3=O)=[N:14][NH:15]2)=[CH:11][CH:10]=1)(C(C)(C)C)(C)C.C([Si](C)(C)OC1C=C2C(=CC=1)NN=C2N1C(=O)[C:51]2[C:46](=[CH:47][CH:48]=[CH:49][CH:50]=2)[C:45]1=O)(C)(C)C, predict the reaction product. The product is: [CH2:45]([O:8][C:9]1[CH:17]=[C:16]2[C:12]([C:13]([NH:18][C:26]([NH:14][CH2:13][CH2:12][CH2:11][CH3:10])=[O:27])=[N:14][NH:15]2)=[CH:11][CH:10]=1)[C:46]1[CH:51]=[CH:50][CH:49]=[CH:48][CH:47]=1. (2) Given the reactants [C:1]([C:3]1[N:4]=[C:5]2[C:11]3[CH:12]=[C:13]([C:16]([O:18][CH3:19])=[O:17])[CH:14]=[CH:15][C:10]=3[O:9][CH2:8][CH2:7][N:6]2[CH:20]=1)#[N:2].C(=O)([O-])[O-:22].[K+].[K+].O.OO, predict the reaction product. The product is: [C:1]([C:3]1[N:4]=[C:5]2[C:11]3[CH:12]=[C:13]([C:16]([O:18][CH3:19])=[O:17])[CH:14]=[CH:15][C:10]=3[O:9][CH2:8][CH2:7][N:6]2[CH:20]=1)(=[O:22])[NH2:2]. (3) Given the reactants [NH2:1][CH2:2][CH2:3][CH2:4][N:5]1[CH2:10][CH2:9][N:8]([CH2:11][CH2:12][CH2:13][NH2:14])[CH2:7][CH2:6]1.[C:15]1([C:21]2[CH:28]=[CH:27][C:24]([CH:25]=O)=[CH:23][CH:22]=2)[CH:20]=[CH:19][CH:18]=[CH:17][CH:16]=1.[BH4-].[Na+].O, predict the reaction product. The product is: [C:15]1([C:21]2[CH:28]=[CH:27][C:24]([CH2:25][NH:14][CH2:13][CH2:12][CH2:11][N:8]3[CH2:7][CH2:6][N:5]([CH2:4][CH2:3][CH2:2][NH:1][CH2:25][C:24]4[CH:27]=[CH:28][C:21]([C:15]5[CH:16]=[CH:17][CH:18]=[CH:19][CH:20]=5)=[CH:22][CH:23]=4)[CH2:10][CH2:9]3)=[CH:23][CH:22]=2)[CH:20]=[CH:19][CH:18]=[CH:17][CH:16]=1. (4) The product is: [F:10][C:11]1[CH:16]=[CH:15][C:14]([C:17]2([CH:27]([NH:30][S:31]([C:33]([CH3:36])([CH3:35])[CH3:34])=[O:32])[CH2:28][CH2:29][O:37][CH3:44])[CH2:26][CH2:25][C:20]3([O:24][CH2:23][CH2:22][O:21]3)[CH2:19][CH2:18]2)=[CH:13][CH:12]=1. Given the reactants B1C2CCCC1CCC2.[F:10][C:11]1[CH:16]=[CH:15][C:14]([C:17]2([CH:27]([NH:30][S:31]([C:33]([CH3:36])([CH3:35])[CH3:34])=[O:32])[CH:28]=[CH2:29])[CH2:26][CH2:25][C:20]3([O:24][CH2:23][CH2:22][O:21]3)[CH2:19][CH2:18]2)=[CH:13][CH:12]=1.[OH-:37].[Na+].OO.[H-].[Na+].I[CH3:44].[OH-].[NH4+], predict the reaction product.